This data is from Full USPTO retrosynthesis dataset with 1.9M reactions from patents (1976-2016). The task is: Predict the reactants needed to synthesize the given product. (1) The reactants are: C([O:3][C:4](=[O:14])[CH:5]([CH3:13])[NH:6][CH:7]1[CH2:12][CH2:11][CH2:10][CH2:9][CH2:8]1)C.[OH-].[Na+]. Given the product [CH:7]1([NH:6][CH:5]([C:4]([OH:14])=[O:3])[CH3:13])[CH2:12][CH2:11][CH2:10][CH2:9][CH2:8]1, predict the reactants needed to synthesize it. (2) Given the product [F:1][C:2]1[CH:3]=[C:4]([C:9]([C@@H:11]2[CH2:16][CH2:15][CH2:14][CH2:13][C@@H:12]2[C:17]([OH:19])=[O:18])=[O:10])[CH:5]=[C:6]([F:8])[CH:7]=1.[C@@H:11]12[C:9](=[O:10])[O:19][C:17](=[O:18])[C@@H:12]1[CH2:13][CH2:14][CH2:15][CH2:16]2, predict the reactants needed to synthesize it. The reactants are: [F:1][C:2]1[CH:3]=[C:4]([C:9]([C@H:11]2[CH2:16][CH2:15][CH2:14][CH2:13][C@H:12]2[C:17]([OH:19])=[O:18])=[O:10])[CH:5]=[C:6]([F:8])[CH:7]=1. (3) Given the product [F:21][C:22]([F:35])([F:36])[C:23]1[CH:24]=[C:25]([CH2:26][O:20][C@H:10]2[CH2:11][CH2:12][C@H:13]3[N:16]([CH2:17][CH:18]=[CH2:19])[C@:9]2([C:3]2[CH:4]=[CH:5][CH:6]=[CH:7][CH:8]=2)[CH2:15][CH2:14]3)[CH:28]=[C:29]([C:31]([F:32])([F:33])[F:34])[CH:30]=1, predict the reactants needed to synthesize it. The reactants are: [H-].[Na+].[C:3]1([C:9]23[N:16]([CH2:17][CH:18]=[CH2:19])[CH:13]([CH2:14][CH2:15]2)[CH2:12][CH2:11][CH:10]3[OH:20])[CH:8]=[CH:7][CH:6]=[CH:5][CH:4]=1.[F:21][C:22]([F:36])([F:35])[C:23]1[CH:24]=[C:25]([CH:28]=[C:29]([C:31]([F:34])([F:33])[F:32])[CH:30]=1)[CH2:26]Br.C1OCCOCCOCCOCCOCCOC1. (4) Given the product [OH:14][C@H:15]([CH2:19][CH2:18][S:11][C:2]1[CH:3]=[CH:4][C:5]2[C:10](=[CH:9][CH:8]=[CH:7][CH:6]=2)[CH:1]=1)[C:16]([OH:20])=[O:17], predict the reactants needed to synthesize it. The reactants are: [CH:1]1[C:10]2[C:5](=[CH:6][CH:7]=[CH:8][CH:9]=2)[CH:4]=[CH:3][C:2]=1[SH:11].[H-].[Na+].[OH:14][C@@H:15]1[CH2:19][CH2:18][O:17][C:16]1=[O:20]. (5) Given the product [CH2:60]([NH:67][C:22]([C:18]1[S:17][C:16]([N:9]2[C:10]3[CH:15]=[CH:14][CH:13]=[CH:12][C:11]=3[N:7]([CH2:6][C:5]3[CH:4]=[CH:3][C:2]([F:1])=[CH:27][CH:26]=3)[C:8]2=[O:25])=[N:20][C:19]=1[CH3:21])=[O:23])[C:61]1[CH:66]=[CH:65][CH:64]=[CH:63][CH:62]=1, predict the reactants needed to synthesize it. The reactants are: [F:1][C:2]1[CH:27]=[CH:26][C:5]([CH2:6][N:7]2[C:11]3[CH:12]=[CH:13][CH:14]=[CH:15][C:10]=3[N:9]([C:16]3[S:17][C:18]([C:22](O)=[O:23])=[C:19]([CH3:21])[N:20]=3)[C:8]2=[O:25])=[CH:4][CH:3]=1.C(N(CC)C(C)C)(C)C.O.ON1C2C=CC=CC=2N=N1.Cl.CN(C)CCCN=C=NCC.[CH2:60]([NH2:67])[C:61]1[CH:66]=[CH:65][CH:64]=[CH:63][CH:62]=1.